Dataset: Forward reaction prediction with 1.9M reactions from USPTO patents (1976-2016). Task: Predict the product of the given reaction. Given the reactants [OH:1][C:2]1[C:11]2[C:6](=[C:7]([OH:12])[CH:8]=[CH:9][CH:10]=2)[CH:5]=[CH:4][CH:3]=1.[CH3:13][O:14][CH:15]([O:18][CH3:19])[CH2:16]Cl, predict the reaction product. The product is: [CH3:13][O:14][CH:15]([O:18][CH3:19])[CH2:16][O:1][C:2]1[C:11]2[C:6](=[C:7]([O:12][CH2:16][CH:15]([O:18][CH3:19])[O:14][CH3:13])[CH:8]=[CH:9][CH:10]=2)[CH:5]=[CH:4][CH:3]=1.